This data is from Reaction yield outcomes from USPTO patents with 853,638 reactions. The task is: Predict the reaction yield, written as a fraction of the theoretical maximum amount of product (1.0 means a 100% yield; for example, 0.34 means a 34% yield). (1) The reactants are [Cl:1][C:2]1[C:7]([CH:8]2[CH2:10][CH2:9]2)=[CH:6][N:5]=[C:4]([C:11]([OH:13])=O)[CH:3]=1.C1N=CN(C(N2C=NC=C2)=O)C=1.O[N:27]=[C:28]([NH2:33])[C:29]([CH3:32])([CH3:31])[CH3:30]. The catalyst is CN(C=O)C. The product is [C:29]([C:28]1[N:33]=[C:11]([C:4]2[CH:3]=[C:2]([Cl:1])[C:7]([CH:8]3[CH2:9][CH2:10]3)=[CH:6][N:5]=2)[O:13][N:27]=1)([CH3:32])([CH3:31])[CH3:30]. The yield is 0.230. (2) The reactants are [Cl:1][C:2]1[CH:3]=[CH:4][C:5]([F:19])=[C:6]([CH:18]=1)[C:7]([NH:9][N:10]1[CH:14]=[CH:13][CH:12]=[C:11]1[C:15]([NH2:17])=[O:16])=O. The catalyst is [OH-].[NH4+]. The product is [Cl:1][C:2]1[CH:3]=[CH:4][C:5]([F:19])=[C:6]([C:7]2[NH:17][C:15](=[O:16])[C:11]3=[CH:12][CH:13]=[CH:14][N:10]3[N:9]=2)[CH:18]=1. The yield is 0.480. (3) The reactants are [C:1]([O:5][C:6](=[O:22])[NH:7][C:8]1[CH:13]=[CH:12][CH:11]=[C:10]([C:14]2[CH:19]=[CH:18][C:17]([CH2:20][NH2:21])=[CH:16][CH:15]=2)[N:9]=1)([CH3:4])([CH3:3])[CH3:2].CCN(CC)CC.[CH3:30][S:31](Cl)(=[O:33])=[O:32]. The catalyst is ClCCl. The product is [C:1]([O:5][C:6](=[O:22])[NH:7][C:8]1[CH:13]=[CH:12][CH:11]=[C:10]([C:14]2[CH:15]=[CH:16][C:17]([CH2:20][NH:21][S:31]([CH3:30])(=[O:33])=[O:32])=[CH:18][CH:19]=2)[N:9]=1)([CH3:4])([CH3:2])[CH3:3]. The yield is 0.440. (4) The reactants are [F:1][C:2]1[CH:3]=[C:4]([CH3:14])[C:5]([N+:11]([O-:13])=[O:12])=[C:6]([CH:10]=1)[C:7]([OH:9])=[O:8].[C:15](=O)([O-])[O-].[Cs+].[Cs+].IC. The catalyst is CN(C=O)C.O. The product is [F:1][C:2]1[CH:3]=[C:4]([CH3:14])[C:5]([N+:11]([O-:13])=[O:12])=[C:6]([CH:10]=1)[C:7]([O:9][CH3:15])=[O:8]. The yield is 0.980. (5) The reactants are CN(C(ON1N=NC2C=CC=NC1=2)=[N+](C)C)C.F[P-](F)(F)(F)(F)F.[CH:25]12[O:33][CH:29]([CH2:30][NH:31][CH2:32]1)[CH2:28][N:27]([C:34]1[CH:39]=[CH:38][C:37]([NH:40][C:41]3[N:46]=[C:45]([C:47]4[N:51]5[CH:52]=[CH:53][CH:54]=[C:55]([F:56])[C:50]5=[N:49][CH:48]=4)[C:44]([Cl:57])=[CH:43][N:42]=3)=[C:36]([O:58][CH3:59])[CH:35]=1)[CH2:26]2.[CH3:60][N:61]([CH3:66])[CH2:62][C:63](O)=[O:64].C(N(C(C)C)C(C)C)C. The catalyst is CN(C=O)C. The product is [Cl:57][C:44]1[C:45]([C:47]2[N:51]3[CH:52]=[CH:53][CH:54]=[C:55]([F:56])[C:50]3=[N:49][CH:48]=2)=[N:46][C:41]([NH:40][C:37]2[CH:38]=[CH:39][C:34]([N:27]3[CH2:28][CH:29]4[O:33][CH:25]([CH2:32][N:31]([C:63](=[O:64])[CH2:62][N:61]([CH3:66])[CH3:60])[CH2:30]4)[CH2:26]3)=[CH:35][C:36]=2[O:58][CH3:59])=[N:42][CH:43]=1. The yield is 0.380. (6) The reactants are [Br:1][C:2]1[C:10]2[N:9]=[C:8]([CH3:11])[NH:7][C:6]=2[CH:5]=[C:4]([N:12]2[CH2:17][CH2:16][O:15][CH2:14][CH2:13]2)[CH:3]=1.Br[CH2:19][C:20]1[CH:25]=[CH:24][CH:23]=[C:22]([CH3:26])[CH:21]=1.C(=O)([O-])[O-].[K+].[K+].O. The catalyst is CN(C)C=O. The product is [Br:1][C:2]1[C:10]2[N:9]=[C:8]([CH3:11])[N:7]([CH2:19][C:20]3[CH:25]=[CH:24][CH:23]=[C:22]([CH3:26])[CH:21]=3)[C:6]=2[CH:5]=[C:4]([N:12]2[CH2:17][CH2:16][O:15][CH2:14][CH2:13]2)[CH:3]=1. The yield is 0.730. (7) The reactants are Br[C:2]1[C:3]([CH3:19])=[N:4][N:5]([CH3:18])[C:6]=1[C:7]1[CH:17]=[CH:16][C:10]2[O:11][CH2:12][C:13](=[O:15])[NH:14][C:9]=2[CH:8]=1.B(O)(O)[C:21]1[CH:22]=[CH:23][C:24]([CH3:27])=[CH:25][CH:26]=1.[O-]P([O-])([O-])=O.[K+].[K+].[K+]. The catalyst is O1CCOCC1.CC(C)([P](C(C)(C)C)([Pd][P](C(C)(C)C)(C(C)(C)C)C(C)(C)C)C(C)(C)C)C. The product is [CH3:18][N:5]1[C:6]([C:7]2[CH:17]=[CH:16][C:10]3[O:11][CH2:12][C:13](=[O:15])[NH:14][C:9]=3[CH:8]=2)=[C:2]([C:21]2[CH:26]=[CH:25][C:24]([CH3:27])=[CH:23][CH:22]=2)[C:3]([CH3:19])=[N:4]1. The yield is 0.560.